This data is from Full USPTO retrosynthesis dataset with 1.9M reactions from patents (1976-2016). The task is: Predict the reactants needed to synthesize the given product. (1) Given the product [CH3:21][Si:22]([CH2:37][NH:35][C:18]([C:14]1[CH:13]=[C:12]2[C:17](=[CH:16][CH:15]=1)[CH:9]([NH:8][C:6](=[O:7])[O:5][C:1]([CH3:4])([CH3:3])[CH3:2])[CH2:10][CH2:11]2)=[O:20])([CH3:24])[CH3:23], predict the reactants needed to synthesize it. The reactants are: [C:1]([O:5][C:6]([NH:8][CH:9]1[C:17]2[C:12](=[CH:13][C:14]([C:18]([OH:20])=O)=[CH:15][CH:16]=2)[CH2:11][CH2:10]1)=[O:7])([CH3:4])([CH3:3])[CH3:2].[CH3:21][Si:22](NC)([CH3:24])[CH3:23].CCN=C=NCCC[N:35]([CH3:37])C.O. (2) Given the product [Cl:1][C:2]1[CH:7]=[CH:6][C:5]([N+:8]([O-:10])=[O:9])=[CH:4][C:3]=1[C:11]1[C:24](=[O:25])[N:23]([O:26][CH3:27])[C:14]2[N:15]=[C:16]([NH:32][CH2:31][CH2:30][N:29]([CH3:33])[CH3:28])[N:17]=[CH:18][C:13]=2[CH:12]=1, predict the reactants needed to synthesize it. The reactants are: [Cl:1][C:2]1[CH:7]=[CH:6][C:5]([N+:8]([O-:10])=[O:9])=[CH:4][C:3]=1[C:11]1[C:24](=[O:25])[N:23]([O:26][CH3:27])[C:14]2[N:15]=[C:16](S(C)(=O)=O)[N:17]=[CH:18][C:13]=2[CH:12]=1.[CH3:28][N:29]([CH3:33])[CH2:30][CH2:31][NH2:32].Cl. (3) Given the product [Cl:1][C:2]1[CH:24]=[CH:23][C:5]([CH2:6][NH:7][C:8]([C:10]2[C:11](=[O:22])[C:12]3[CH:20]=[C:19]([C:32]#[C:31][CH2:30][OH:33])[CH:18]=[N:17][C:13]=3[N:14]([CH3:16])[N:15]=2)=[O:9])=[CH:4][CH:3]=1, predict the reactants needed to synthesize it. The reactants are: [Cl:1][C:2]1[CH:24]=[CH:23][C:5]([CH2:6][NH:7][C:8]([C:10]2[C:11](=[O:22])[C:12]3[CH:20]=[C:19](I)[CH:18]=[N:17][C:13]=3[N:14]([CH3:16])[N:15]=2)=[O:9])=[CH:4][CH:3]=1.C(NCC)C.[CH2:30]([OH:33])[C:31]#[CH:32]. (4) Given the product [C:53]1([C:56]2[CH:61]=[CH:60][CH:59]=[CH:58][CH:57]=2)[CH:54]=[CH:55][C:50]([N:45]2[CH2:44][CH2:43][CH:42]([CH2:41][CH2:40][N:35]3[C:36]4[CH:37]=[CH:38][CH:39]=[C:30]([CH:26]=[O:25])[C:31]=4[CH2:32][CH2:33][C:34]3=[O:48])[CH2:47][CH2:46]2)=[CH:51][CH:52]=1, predict the reactants needed to synthesize it. The reactants are: F[B-](F)(F)F.C(P(C(C)(C)C)C(C)(C)C)(C)(C)C.CC(C)([O-])C.[Na+].[O:25]1CCO[CH:26]1[C:30]1[CH:39]=[CH:38][CH:37]=[C:36]2[C:31]=1[CH2:32][CH2:33][C:34](=[O:48])[N:35]2[CH2:40][CH2:41][CH:42]1[CH2:47][CH2:46][NH:45][CH2:44][CH2:43]1.Br[C:50]1[CH:55]=[CH:54][C:53]([C:56]2[CH:61]=[CH:60][CH:59]=[CH:58][CH:57]=2)=[CH:52][CH:51]=1. (5) Given the product [NH2:6][C:5]1[N:20]([C:19]2[CH:21]=[CH:22][C:16]([F:15])=[CH:17][CH:18]=2)[C:2]([C:9]2[CH:14]=[CH:13][CH:12]=[CH:11][CH:10]=2)=[CH:3][C:4]=1[C:7]#[N:8], predict the reactants needed to synthesize it. The reactants are: O=[C:2]([C:9]1[CH:14]=[CH:13][CH:12]=[CH:11][CH:10]=1)[CH2:3][CH:4]([C:7]#[N:8])[C:5]#[N:6].[F:15][C:16]1[CH:22]=[CH:21][C:19]([NH2:20])=[CH:18][CH:17]=1.Cl.C(=O)([O-])[O-].[Na+].[Na+].